Dataset: Reaction yield outcomes from USPTO patents with 853,638 reactions. Task: Predict the reaction yield, written as a fraction of the theoretical maximum amount of product (1.0 means a 100% yield; for example, 0.34 means a 34% yield). (1) The reactants are [CH3:1][N:2]1[C:6]([C:7]([OH:9])=O)=[CH:5][N:4]=[CH:3]1.[Cl:10][C:11]1[CH:12]=[C:13]2[C:21](=[CH:22][CH:23]=1)[NH:20][C:19]1[CH:18]([NH2:24])[CH2:17][CH2:16][CH2:15][C:14]2=1.C(N=C=NCCCN(C)C)C.ON1C2C=CC=CC=2N=N1.C(N(CC)CC)C. The catalyst is ClCCl. The product is [Cl:10][C:11]1[CH:12]=[C:13]2[C:21](=[CH:22][CH:23]=1)[NH:20][C:19]1[CH:18]([NH:24][C:7]([C:6]3[N:2]([CH3:1])[CH:3]=[N:4][CH:5]=3)=[O:9])[CH2:17][CH2:16][CH2:15][C:14]2=1. The yield is 0.360. (2) The reactants are [CH:1]1([CH:7]([N:11]2[CH2:16][CH2:15][C:14]([C:37]3[CH:42]=[CH:41][CH:40]=[C:39]([F:43])[CH:38]=3)([CH2:17][CH2:18][N:19]3[C@H:24]4[CH2:25][CH2:26][C@@H:20]3[CH2:21][CH:22]([N:27]3[C:31]5[CH:32]=[CH:33][CH:34]=[CH:35][C:30]=5[N:29]=[C:28]3[CH3:36])[CH2:23]4)[CH2:13][CH2:12]2)[C:8](O)=[O:9])[CH2:6][CH2:5][CH2:4][CH2:3][CH2:2]1.NO.O[N:47]1C2C=CC=CC=2N=N1.CN1CCOCC1.C(Cl)CCl. The catalyst is O.CN(C=O)C.CCOC(C)=O. The product is [CH:1]1([CH:7]([N:11]2[CH2:12][CH2:13][C:14]([C:37]3[CH:42]=[CH:41][CH:40]=[C:39]([F:43])[CH:38]=3)([CH2:17][CH2:18][N:19]3[C@H:20]4[CH2:26][CH2:25][C@@H:24]3[CH2:23][CH:22]([N:27]3[C:31]5[CH:32]=[CH:33][CH:34]=[CH:35][C:30]=5[N:29]=[C:28]3[CH3:36])[CH2:21]4)[CH2:15][CH2:16]2)[C:8]([NH2:47])=[O:9])[CH2:2][CH2:3][CH2:4][CH2:5][CH2:6]1. The yield is 0.350. (3) The reactants are [NH2:1][C:2]1[C:3]([F:19])=[C:4]([C:15]([Cl:18])=[CH:16][CH:17]=1)[C:5]([O:7][CH2:8][C:9]1[CH:14]=[CH:13][CH:12]=[CH:11][CH:10]=1)=[O:6].ClCCl.[CH2:23]([S:26](Cl)(=[O:28])=[O:27])[CH2:24][CH3:25]. No catalyst specified. The product is [Cl:18][C:15]1[C:4]([C:5]([O:7][CH2:8][C:9]2[CH:14]=[CH:13][CH:12]=[CH:11][CH:10]=2)=[O:6])=[C:3]([F:19])[C:2]([N:1]([S:26]([CH2:23][CH2:24][CH3:25])(=[O:28])=[O:27])[S:26]([CH2:23][CH2:24][CH3:25])(=[O:28])=[O:27])=[CH:17][CH:16]=1. The yield is 0.720.